The task is: Predict the product of the given reaction.. This data is from Forward reaction prediction with 1.9M reactions from USPTO patents (1976-2016). (1) The product is: [N:1]1[CH:6]=[CH:5][CH:4]=[CH:3][C:2]=1[CH2:7][O:8][C:9]1[CH:18]=[C:17]([C:19]2[S:23][C:22]([CH2:26][OH:27])=[N:21][CH:20]=2)[C:16]2[CH2:15][CH2:14][CH2:13][CH2:12][C:11]=2[N:10]=1. Given the reactants [N:1]1[CH:6]=[CH:5][CH:4]=[CH:3][C:2]=1[CH2:7][O:8][C:9]1[CH:18]=[C:17]([C:19]2[S:23][CH:22]=[N:21][CH:20]=2)[C:16]2[CH2:15][CH2:14][CH2:13][CH2:12][C:11]=2[N:10]=1.C1C[O:27][CH2:26]C1.C[Si](C)(C)[N-][Si](C)(C)C.[Li+].C1COCC1.CN(C=O)C, predict the reaction product. (2) Given the reactants [F:1][C:2]1[CH:7]=[CH:6][C:5]([N:8]2[C:12]3[CH:13]=[C:14]4[C@:19]([CH:21]=O)([CH2:20][C:11]=3[CH:10]=[N:9]2)[CH2:18][N:17]([S:23]([C:26]2[CH:27]=[N:28][C:29]([N:32]3[CH2:37][CH2:36][O:35][CH2:34][CH2:33]3)=[CH:30][CH:31]=2)(=[O:25])=[O:24])[CH2:16][CH2:15]4)=[CH:4][CH:3]=1.[NH:38]1[CH2:42][CH2:41][C@H:40]([OH:43])[CH2:39]1.C(O[BH-](OC(=O)C)OC(=O)C)(=O)C.[Na+], predict the reaction product. The product is: [F:1][C:2]1[CH:7]=[CH:6][C:5]([N:8]2[C:12]3[CH:13]=[C:14]4[C@:19]([CH2:21][N:38]5[CH2:42][CH2:41][C@H:40]([OH:43])[CH2:39]5)([CH2:20][C:11]=3[CH:10]=[N:9]2)[CH2:18][N:17]([S:23]([C:26]2[CH:27]=[N:28][C:29]([N:32]3[CH2:37][CH2:36][O:35][CH2:34][CH2:33]3)=[CH:30][CH:31]=2)(=[O:24])=[O:25])[CH2:16][CH2:15]4)=[CH:4][CH:3]=1. (3) The product is: [CH3:14][S:11]([C:8]1[CH:9]=[CH:10][C:2]([N:15]2[CH2:19][CH2:18][CH2:17][CH2:16]2)=[C:3]([CH:7]=1)[C:4]([OH:6])=[O:5])(=[O:13])=[O:12]. Given the reactants Cl[C:2]1[CH:10]=[CH:9][C:8]([S:11]([CH3:14])(=[O:13])=[O:12])=[CH:7][C:3]=1[C:4]([OH:6])=[O:5].[NH:15]1[CH2:19][CH2:18][CH2:17][CH2:16]1, predict the reaction product. (4) Given the reactants [N:1]1[C:10]2[C:5](=[CH:6][CH:7]=[CH:8][CH:9]=2)[C:4]([CH2:11][NH2:12])=[CH:3][CH:2]=1.[C:13](=N)([C:20]1[CH:25]=[CH:24][CH:23]=[CH:22][CH:21]=1)[C:14]1[CH:19]=[CH:18][CH:17]=[CH:16][CH:15]=1.[C:27]([O:33][CH2:34]Cl)(=[O:32])[C:28]([CH3:31])([CH3:30])[CH3:29], predict the reaction product. The product is: [C:27]([O:33][CH2:34][CH:11]([N:12]=[C:13]([C:20]1[CH:25]=[CH:24][CH:23]=[CH:22][CH:21]=1)[C:14]1[CH:19]=[CH:18][CH:17]=[CH:16][CH:15]=1)[C:4]1[C:5]2[C:10](=[CH:9][CH:8]=[CH:7][CH:6]=2)[N:1]=[CH:2][CH:3]=1)(=[O:32])[C:28]([CH3:31])([CH3:30])[CH3:29]. (5) Given the reactants [OH:1][CH2:2][C@@H:3]1[N:8]([C:9]([O:11][CH2:12][C:13]2[CH:18]=[CH:17][CH:16]=[CH:15][CH:14]=2)=[O:10])[CH2:7][C@@H:6]([C:19]([O:21][CH3:22])=[O:20])[CH2:5][CH2:4]1.C(=O)=O, predict the reaction product. The product is: [OH:1][CH2:2][C@H:3]1[N:8]([C:9]([O:11][CH2:12][C:13]2[CH:18]=[CH:17][CH:16]=[CH:15][CH:14]=2)=[O:10])[CH2:7][C@@H:6]([C:19]([O:21][CH3:22])=[O:20])[CH2:5][CH2:4]1.[OH:1][CH2:2][C@@H:3]1[N:8]([C:9]([O:11][CH2:12][C:13]2[CH:18]=[CH:17][CH:16]=[CH:15][CH:14]=2)=[O:10])[CH2:7][C@H:6]([C:19]([O:21][CH3:22])=[O:20])[CH2:5][CH2:4]1. (6) Given the reactants Cl.[F:2][C:3]([F:19])([F:18])[O:4][C:5]1[CH:17]=[CH:16][CH:15]=[CH:14][C:6]=1[O:7][CH:8]1[CH2:13][CH2:12][NH:11][CH2:10][CH2:9]1.C(N(C(C)C)CC)(C)C.[Cl:29][C:30]1[CH:35]=[C:34]([Cl:36])[CH:33]=[CH:32][C:31]=1[CH2:37][N:38]=[C:39]=[O:40], predict the reaction product. The product is: [Cl:29][C:30]1[CH:35]=[C:34]([Cl:36])[CH:33]=[CH:32][C:31]=1[CH2:37][NH:38][C:39]([N:11]1[CH2:12][CH2:13][CH:8]([O:7][C:6]2[CH:14]=[CH:15][CH:16]=[CH:17][C:5]=2[O:4][C:3]([F:2])([F:18])[F:19])[CH2:9][CH2:10]1)=[O:40]. (7) Given the reactants [NH2:1][C:2]1[N:7]=[C:6]([N:8]2[CH2:13][CH2:12][CH2:11][C@@H:10]([C:14]([N:16]([CH3:18])[CH3:17])=[O:15])[CH2:9]2)[CH:5]=[CH:4][C:3]=1[N+:19]([O-])=O.[CH:22]1([C:25]2[N:30]=[C:29]([CH:31]=O)[CH:28]=[CH:27][CH:26]=2)[CH2:24][CH2:23]1, predict the reaction product. The product is: [CH:22]1([C:25]2[N:30]=[C:29]([C:31]3[NH:1][C:2]4=[N:7][C:6]([N:8]5[CH2:13][CH2:12][CH2:11][C@@H:10]([C:14]([N:16]([CH3:18])[CH3:17])=[O:15])[CH2:9]5)=[CH:5][CH:4]=[C:3]4[N:19]=3)[CH:28]=[CH:27][CH:26]=2)[CH2:24][CH2:23]1. (8) Given the reactants [Si]([O:8][C:9]1[CH:14]=[CH:13][C:12]([N:15]([CH2:27][C@@H:28]([NH:33][C:34](=[O:40])[O:35][C:36]([CH3:39])([CH3:38])[CH3:37])[C@@H:29]([CH3:32])[CH2:30][CH3:31])[C:16]([C@@H:18]2[CH2:20][C@H:19]2[C:21]2[CH:26]=[CH:25][CH:24]=[CH:23][N:22]=2)=[O:17])=[CH:11][CH:10]=1)(C(C)(C)C)(C)C.[F-].C([N+](CCCC)(CCCC)CCCC)CCC, predict the reaction product. The product is: [OH:8][C:9]1[CH:14]=[CH:13][C:12]([N:15]([CH2:27][C@@H:28]([NH:33][C:34](=[O:40])[O:35][C:36]([CH3:37])([CH3:39])[CH3:38])[C@@H:29]([CH3:32])[CH2:30][CH3:31])[C:16]([C@@H:18]2[CH2:20][C@H:19]2[C:21]2[CH:26]=[CH:25][CH:24]=[CH:23][N:22]=2)=[O:17])=[CH:11][CH:10]=1. (9) Given the reactants [N+:1]([C:4]1[CH:9]=[CH:8][C:7]([N:10]2[CH:15]=[CH:14][CH:13]=[CH:12][C:11]2=[O:16])=[CH:6][CH:5]=1)([O-])=O.[NH4+].[Cl-], predict the reaction product. The product is: [NH2:1][C:4]1[CH:9]=[CH:8][C:7]([N:10]2[CH:15]=[CH:14][CH:13]=[CH:12][C:11]2=[O:16])=[CH:6][CH:5]=1.